This data is from Reaction yield outcomes from USPTO patents with 853,638 reactions. The task is: Predict the reaction yield, written as a fraction of the theoretical maximum amount of product (1.0 means a 100% yield; for example, 0.34 means a 34% yield). (1) The reactants are C1C=CC(P(C2C(C3C(P(C4C=CC=CC=4)C4C=CC=CC=4)=CC=C4C=3C=CC=C4)=C3C(C=CC=C3)=CC=2)C2C=CC=CC=2)=CC=1.C(=O)([O-])[O-].[Cs+].[Cs+].[C:53]([N:60]1[CH2:65][CH2:64][NH:63][CH2:62][CH2:61]1)([O:55][C:56]([CH3:59])([CH3:58])[CH3:57])=[O:54].[CH2:66]([C:73]1[C:77]2[CH:78]=[C:79]([CH3:83])[CH:80]=[C:81](Br)[C:76]=2[O:75][C:74]=1[C:84]#[N:85])[C:67]1[CH:72]=[CH:71][CH:70]=[CH:69][CH:68]=1. The catalyst is CN(C=O)C.C1C=CC(/C=C/C(/C=C/C2C=CC=CC=2)=O)=CC=1.C1C=CC(/C=C/C(/C=C/C2C=CC=CC=2)=O)=CC=1.C1C=CC(/C=C/C(/C=C/C2C=CC=CC=2)=O)=CC=1.[Pd].[Pd]. The product is [C:56]([O:55][C:53]([N:60]1[CH2:61][CH2:62][N:63]([C:81]2[C:76]3[O:75][C:74]([C:84]#[N:85])=[C:73]([CH2:66][C:67]4[CH:72]=[CH:71][CH:70]=[CH:69][CH:68]=4)[C:77]=3[CH:78]=[C:79]([CH3:83])[CH:80]=2)[CH2:64][CH2:65]1)=[O:54])([CH3:59])([CH3:58])[CH3:57]. The yield is 0.450. (2) The reactants are [OH:1][CH:2](CO)[CH2:3][N:4]1[C:9]2[CH:10]=[CH:11][CH:12]=[CH:13][C:8]=2[O:7][CH2:6][C:5]1=[O:14].O. The catalyst is CO. The product is [O:14]=[C:5]1[N:4]([CH2:3][CH:2]=[O:1])[C:9]2[CH:10]=[CH:11][CH:12]=[CH:13][C:8]=2[O:7][CH2:6]1. The yield is 0.830. (3) The reactants are [NH2:1][C:2]1[CH:7]=[CH:6][CH:5]=[C:4]([N+:8]([O-:10])=[O:9])[C:3]=1[OH:11].C(=O)([O-])[O-].[Na+].[Na+].[N:18]([C:21]1[C:26]([CH3:27])=[CH:25][C:24]([CH3:28])=[CH:23][C:22]=1[CH3:29])=[C:19]=[S:20]. The catalyst is C(O)C. The product is [OH:11][C:3]1[C:4]([N+:8]([O-:10])=[O:9])=[CH:5][CH:6]=[CH:7][C:2]=1[NH:1][C:19]([NH:18][C:21]1[C:22]([CH3:29])=[CH:23][C:24]([CH3:28])=[CH:25][C:26]=1[CH3:27])=[S:20]. The yield is 0.800.